From a dataset of Catalyst prediction with 721,799 reactions and 888 catalyst types from USPTO. Predict which catalyst facilitates the given reaction. (1) Reactant: [CH3:1][C:2]1[N:6]([CH:7]2[CH2:13][CH:12]3[N:14]([CH2:15][CH2:16][C:17]4([C:23]5[CH:28]=[CH:27][CH:26]=[CH:25][CH:24]=5)[CH2:22][CH2:21][NH:20][CH2:19][CH2:18]4)[CH:9]([CH2:10][CH2:11]3)[CH2:8]2)[C:5]2[CH:29]=[CH:30][CH:31]=[CH:32][C:4]=2[N:3]=1.[N:33]1[CH:38]=[CH:37][CH:36]=[C:35]2[C:39](O[C:42](=[O:43])[C:34]=12)=[O:40].C([N:46](CC)CC)C.N.CN(C(ON1N=NC2C=CC=NC1=2)=[N+](C)C)C.F[P-](F)(F)(F)(F)F. Product: [CH3:1][C:2]1[N:6]([CH:7]2[CH2:13][CH:12]3[N:14]([CH2:15][CH2:16][C:17]4([C:23]5[CH:28]=[CH:27][CH:26]=[CH:25][CH:24]=5)[CH2:18][CH2:19][N:20]([C:42]([C:34]5[N:33]=[CH:38][CH:37]=[CH:36][C:35]=5[C:39]([NH2:46])=[O:40])=[O:43])[CH2:21][CH2:22]4)[CH:9]([CH2:10][CH2:11]3)[CH2:8]2)[C:5]2[CH:29]=[CH:30][CH:31]=[CH:32][C:4]=2[N:3]=1. The catalyst class is: 4. (2) Reactant: [Cl:1][C:2]1[CH:7]=[CH:6][C:5]([C:8](=[O:15])[CH:9]=[C:10](SC)SC)=[CH:4][CH:3]=1.[CH3:16][C:17]([NH2:21])([CH3:20])[CH2:18][NH2:19]. Product: [Cl:1][C:2]1[CH:7]=[CH:6][C:5]([C:8](=[O:15])/[CH:9]=[C:10]2/[NH:19][CH2:18][C:17]([CH3:20])([CH3:16])[NH:21]/2)=[CH:4][CH:3]=1. The catalyst class is: 11. (3) The catalyst class is: 94. Reactant: [CH:1]1([C:7]2([N+:15]([O-])=O)[CH2:12][N:11]([CH3:13])[C:10](=[O:14])[CH2:9][CH2:8]2)[CH2:6][CH2:5][CH2:4][CH2:3][CH2:2]1. Product: [NH2:15][C:7]1([CH:1]2[CH2:2][CH2:3][CH2:4][CH2:5][CH2:6]2)[CH2:12][N:11]([CH3:13])[C:10](=[O:14])[CH2:9][CH2:8]1. (4) Reactant: [CH:1]([C:4]1[CH:9]=[CH:8][C:7]([CH3:10])=[CH:6][C:5]=1[NH:11][C:12]([NH:14][C:15]([NH:17][CH:18]1[CH2:26][C:25]2[C:20](=[CH:21][CH:22]=[C:23]([C:27]3[N:31]=[CH:30][N:29]([C:32]4[CH:37]=[CH:36][C:35]([O:38][C:39]([F:42])([F:41])[F:40])=[CH:34][CH:33]=4)[N:28]=3)[CH:24]=2)[CH2:19]1)=[O:16])=[S:13])([CH3:3])[CH3:2].[CH2:43]([OH:45])[CH3:44].C([O-])(=O)C.[Na+].BrCC(OC)=O. Product: [CH:1]([C:4]1[CH:9]=[CH:8][C:7]([CH3:10])=[CH:6][C:5]=1[N:11]1[C:43](=[O:45])[CH2:44][S:13]/[C:12]/1=[N:14]\[C:15]([NH:17][CH:18]1[CH2:26][C:25]2[C:20](=[CH:21][CH:22]=[C:23]([C:27]3[N:31]=[CH:30][N:29]([C:32]4[CH:33]=[CH:34][C:35]([O:38][C:39]([F:42])([F:41])[F:40])=[CH:36][CH:37]=4)[N:28]=3)[CH:24]=2)[CH2:19]1)=[O:16])([CH3:3])[CH3:2]. The catalyst class is: 13. (5) Reactant: [OH:1][B:2]1[C:6]2[CH:7]=[C:8]([O:11][C:12]3[CH:17]=[CH:16][CH:15]=[CH:14][CH:13]=3)[CH:9]=[CH:10][C:5]=2[CH:4]([CH2:18][S:19]([NH2:22])(=[O:21])=[O:20])[O:3]1.[C:23](OC(=O)C)(=[O:25])[CH3:24]. Product: [OH:1][B:2]1[C:6]2[CH:7]=[C:8]([O:11][C:12]3[CH:13]=[CH:14][CH:15]=[CH:16][CH:17]=3)[CH:9]=[CH:10][C:5]=2[CH:4]([CH2:18][S:19]([NH:22][C:23](=[O:25])[CH3:24])(=[O:20])=[O:21])[O:3]1. The catalyst class is: 383.